Dataset: NCI-60 drug combinations with 297,098 pairs across 59 cell lines. Task: Regression. Given two drug SMILES strings and cell line genomic features, predict the synergy score measuring deviation from expected non-interaction effect. Drug 1: C1=NC2=C(N=C(N=C2N1C3C(C(C(O3)CO)O)O)F)N. Synergy scores: CSS=15.3, Synergy_ZIP=-8.74, Synergy_Bliss=-1.86, Synergy_Loewe=0.765, Synergy_HSA=0.766. Cell line: MDA-MB-435. Drug 2: CC1=C(C(=O)C2=C(C1=O)N3CC4C(C3(C2COC(=O)N)OC)N4)N.